Dataset: Full USPTO retrosynthesis dataset with 1.9M reactions from patents (1976-2016). Task: Predict the reactants needed to synthesize the given product. (1) Given the product [I:34][CH2:2][Si:3]([CH3:33])([CH3:32])[CH2:4][CH2:5][C:6]1[C:18]2[CH2:17][N:16]3[C:11](=[CH:12][C:13]4[C@:23]([CH2:25][CH3:26])([OH:24])[C:22](=[O:27])[O:21][CH2:20][C:14]=4[C:15]3=[O:19])[C:10]=2[N:9]=[C:8]2[CH:28]=[CH:29][CH:30]=[CH:31][C:7]=12, predict the reactants needed to synthesize it. The reactants are: Cl[CH2:2][Si:3]([CH3:33])([CH3:32])[CH2:4][CH2:5][C:6]1[C:18]2[CH2:17][N:16]3[C:11](=[CH:12][C:13]4[C@:23]([CH2:25][CH3:26])([OH:24])[C:22](=[O:27])[O:21][CH2:20][C:14]=4[C:15]3=[O:19])[C:10]=2[N:9]=[C:8]2[CH:28]=[CH:29][CH:30]=[CH:31][C:7]=12.[I-:34].[Na+]. (2) Given the product [CH2:30]([C@@H:25]1[NH:24][CH2:29][CH2:28][N:27]([C:2]2[CH:3]=[CH:4][C:5]([O:15][CH3:16])=[C:6]([O:7][C@H:8]3[CH2:12][CH2:11][N:10]([CH3:13])[CH2:9]3)[CH:14]=2)[CH2:26]1)[C:31]1[CH:32]=[CH:33][CH:34]=[CH:35][CH:36]=1, predict the reactants needed to synthesize it. The reactants are: Br[C:2]1[CH:3]=[CH:4][C:5]([O:15][CH3:16])=[C:6]([CH:14]=1)[O:7][C@H:8]1[CH2:12][CH2:11][N:10]([CH3:13])[CH2:9]1.C(OC([N:24]1[CH2:29][CH2:28][NH:27][CH2:26][C@@H:25]1[CH2:30][C:31]1[CH:36]=[CH:35][CH:34]=[CH:33][CH:32]=1)=O)(C)(C)C. (3) Given the product [C:14]([O:13][C:12]([NH:11][C@@H:7]([CH2:6][CH:1]1[CH2:2][CH2:3][CH2:4][CH2:5]1)[CH2:8][N:9]([CH3:10])[C:26](=[O:27])[O:28][CH2:29][C:30]1[CH:35]=[CH:34][CH:33]=[CH:32][CH:31]=1)=[O:18])([CH3:17])([CH3:15])[CH3:16], predict the reactants needed to synthesize it. The reactants are: [CH:1]1([CH2:6][C@H:7]([NH:11][C:12](=[O:18])[O:13][C:14]([CH3:17])([CH3:16])[CH3:15])[CH2:8][NH:9][CH3:10])[CH2:5][CH2:4][CH2:3][CH2:2]1.CCN(CC)CC.[C:26](Cl)([O:28][CH2:29][C:30]1[CH:35]=[CH:34][CH:33]=[CH:32][CH:31]=1)=[O:27].O. (4) Given the product [N:33]1([C:31]2[N:32]=[C:27]([C:8]3[C:9]([C:15]([F:18])([F:17])[F:16])=[CH:10][C:11]([NH2:14])=[N:12][CH:13]=3)[CH:28]=[C:29]([N:39]3[CH2:44][CH2:43][O:42][CH2:41][CH2:40]3)[N:30]=2)[CH2:38][CH2:37][O:36][CH2:35][CH2:34]1, predict the reactants needed to synthesize it. The reactants are: C(=O)([O-])[O-].[Cs+].[Cs+].Br[C:8]1[C:9]([C:15]([F:18])([F:17])[F:16])=[CH:10][C:11]([NH2:14])=[N:12][CH:13]=1.CC1(C)C(C)(C)OB([C:27]2[N:32]=[C:31]([N:33]3[CH2:38][CH2:37][O:36][CH2:35][CH2:34]3)[N:30]=[C:29]([N:39]3[CH2:44][CH2:43][O:42][CH2:41][CH2:40]3)[CH:28]=2)O1. (5) Given the product [NH2:1][C:2]1[S:3][C:4]([C:17]2[CH:22]=[CH:21][CH:20]=[C:19]([F:23])[CH:18]=2)=[C:5]([C:7]([N:9]2[C@H:14]([CH2:15][NH:16][C:33]([C:26]3[C:27]4[CH:32]=[CH:31][CH:30]=[CH:29][C:28]=4[O:24][N:25]=3)=[O:34])[CH2:13][C@H:12]3[C@@H:10]2[CH2:11]3)=[O:8])[N:6]=1, predict the reactants needed to synthesize it. The reactants are: [NH2:1][C:2]1[S:3][C:4]([C:17]2[CH:22]=[CH:21][CH:20]=[C:19]([F:23])[CH:18]=2)=[C:5]([C:7]([N:9]2[C@H:14]([CH2:15][NH2:16])[CH2:13][C@H:12]3[C@@H:10]2[CH2:11]3)=[O:8])[N:6]=1.[O:24]1[C:28]2[CH:29]=[CH:30][CH:31]=[CH:32][C:27]=2[C:26]([C:33](O)=[O:34])=[N:25]1.